This data is from Forward reaction prediction with 1.9M reactions from USPTO patents (1976-2016). The task is: Predict the product of the given reaction. (1) Given the reactants Cl([O-])=O.[Na+].C(O)(=[O:7])C.[C:9]([O:17][CH2:18][CH3:19])(=[O:16])[CH2:10][C:11]([O:13][CH2:14][CH3:15])=[O:12], predict the reaction product. The product is: [O:7]=[C:10]([C:11]([O:13][CH2:14][CH3:15])=[O:12])[C:9]([O:17][CH2:18][CH3:19])=[O:16]. (2) Given the reactants C(N(C(C)C)CC)(C)C.[CH2:10]([C:12]([O:14][CH:15](I)[C:16]([O:18][CH2:19][CH2:20][CH2:21][CH3:22])=[O:17])=[S:13])[CH3:11].[C:24]([OH:29])(=[O:28])[CH:25]([CH3:27])[CH3:26], predict the reaction product. The product is: [CH2:10]([C:12]([O:14][CH:15]([O:29][C:24](=[O:28])[CH:25]([CH3:27])[CH3:26])[C:16]([O:18][CH2:19][CH2:20][CH2:21][CH3:22])=[O:17])=[S:13])[CH3:11]. (3) Given the reactants [CH3:1][C:2]1([CH3:9])[O:6][CH:5]([CH2:7]Br)[CH2:4][CH2:3]1.[CH3:10][C:11]1([CH3:25])[C:15]([CH3:17])([CH3:16])[O:14][B:13]([C:18]2[CH:19]=[C:20]([OH:24])[CH:21]=[CH:22][CH:23]=2)[O:12]1.C([O-])([O-])=O.[K+].[K+], predict the reaction product. The product is: [CH3:1][C:2]1([CH3:9])[O:6][CH:5]([CH2:7][O:24][C:20]2[CH:19]=[C:18]([B:13]3[O:14][C:15]([CH3:17])([CH3:16])[C:11]([CH3:25])([CH3:10])[O:12]3)[CH:23]=[CH:22][CH:21]=2)[CH2:4][CH2:3]1. (4) The product is: [Cl:16][C:17]1[CH:24]=[C:23]([O:10][CH:7]([C:1]2[CH:6]=[CH:5][CH:4]=[CH:3][CH:2]=2)[CH2:8][CH3:9])[CH:22]=[CH:21][C:18]=1[C:19]#[N:20]. Given the reactants [C:1]1([CH:7]([OH:10])[CH2:8][CH3:9])[CH:6]=[CH:5][CH:4]=[CH:3][CH:2]=1.CC(C)([O-])C.[Cl:16][C:17]1[CH:24]=[C:23](F)[CH:22]=[CH:21][C:18]=1[C:19]#[N:20], predict the reaction product. (5) Given the reactants C[O:2][C:3]([C:5]1[CH:10]=[CH:9][C:8]([OH:11])=[CH:7][N:6]=1)=[O:4].FC(F)(F)S(O[CH2:18][C:19]([F:22])([F:21])[F:20])(=O)=O, predict the reaction product. The product is: [F:20][C:19]([F:22])([F:21])[CH2:18][O:11][C:8]1[CH:9]=[CH:10][C:5]([C:3]([OH:2])=[O:4])=[N:6][CH:7]=1. (6) Given the reactants Br[C:2]1[CH:20]=[CH:19][C:5]2[N:6]=[C:7]([C@H:9]3[CH2:12][C@H:11]([N:13]4[CH2:17]C[CH2:15][C@H:14]4[CH3:18])[CH2:10]3)[S:8][C:4]=2[CH:3]=1.[CH3:21][C:22]1[C:23](=[O:28])[NH:24][CH:25]=[CH:26][CH:27]=1.N1NC(=O)C=CC=1, predict the reaction product. The product is: [CH:14]([N:13]([CH3:17])[C@H:11]1[CH2:12][C@H:9]([C:7]2[S:8][C:4]3[CH:3]=[C:2]([N:24]4[CH:25]=[CH:26][CH:27]=[C:22]([CH3:21])[C:23]4=[O:28])[CH:20]=[CH:19][C:5]=3[N:6]=2)[CH2:10]1)([CH3:15])[CH3:18]. (7) Given the reactants O.C1(C)C=CC(C([C@](C(O)=O)(O)[C@](C(C2C=CC(C)=CC=2)=O)(O)C(O)=O)=O)=CC=1.[CH2:30]([N:33]1[C:37]([CH2:38][S@@:39]([C:41]2[CH:47]=[CH:46][C:44]([NH2:45])=[CH:43][CH:42]=2)=[O:40])=[CH:36][N:35]=[CH:34]1)[CH2:31][CH3:32], predict the reaction product. The product is: [CH2:30]([N:33]1[C:37]([CH2:38][S@@:39]([C:41]2[CH:42]=[CH:43][C:44]([NH2:45])=[CH:46][CH:47]=2)=[O:40])=[CH:36][N:35]=[CH:34]1)[CH2:31][CH3:32]. (8) Given the reactants [OH:1][C:2]1([C:12](N)=[O:13])[CH2:11][CH2:10][CH2:9][C:8]2[CH:7]=[N:6][CH:5]=[CH:4][C:3]1=2.C(O)(=[O:17])C, predict the reaction product. The product is: [OH:1][C:2]1([C:12]([OH:13])=[O:17])[CH2:11][CH2:10][CH2:9][C:8]2[CH:7]=[N:6][CH:5]=[CH:4][C:3]1=2.